From a dataset of Full USPTO retrosynthesis dataset with 1.9M reactions from patents (1976-2016). Predict the reactants needed to synthesize the given product. (1) Given the product [F:2][C:3]1[CH:8]=[CH:7][C:6]([N:9]2[C:15]([C:17]3[CH:22]=[CH:21][C:20]([OH:23])=[C:19]([N+:24]([O-:26])=[O:25])[CH:18]=3)=[CH:14][C:13]([C:12]([F:11])([F:28])[F:29])=[N:10]2)=[CH:5][CH:4]=1, predict the reactants needed to synthesize it. The reactants are: Cl.[F:2][C:3]1[CH:8]=[CH:7][C:6]([NH:9][NH2:10])=[CH:5][CH:4]=1.[F:11][C:12]([F:29])([F:28])[C:13](O)=[CH:14][C:15]([C:17]1[CH:22]=[CH:21][C:20]([OH:23])=[C:19]([N+:24]([O-:26])=[O:25])[CH:18]=1)=O. (2) Given the product [Cl:27][C:16]1[C:17]2[C:9]([C:6]3[CH:5]=[CH:4][C:3]([CH2:1][CH3:2])=[CH:8][CH:7]=3)=[C:10]([C:19]3[CH:24]=[CH:23][CH:22]=[CH:21][CH:20]=3)[O:11][C:12]=2[N:13]=[CH:14][N:15]=1, predict the reactants needed to synthesize it. The reactants are: [CH2:1]([C:3]1[CH:8]=[CH:7][C:6]([C:9]2[C:17]3[C:16](=O)[NH:15][CH:14]=[N:13][C:12]=3[O:11][C:10]=2[C:19]2[CH:24]=[CH:23][CH:22]=[CH:21][CH:20]=2)=[CH:5][CH:4]=1)[CH3:2].P(Cl)(Cl)([Cl:27])=O.N. (3) Given the product [CH3:1][O:2][C:3]([C:5]1([C:8]([OH:10])=[O:9])[CH2:7][CH2:6]1)=[O:4], predict the reactants needed to synthesize it. The reactants are: [CH3:1][O:2][C:3]([C:5]1([C:8]([O:10]C)=[O:9])[CH2:7][CH2:6]1)=[O:4].[OH-].[Na+]. (4) The reactants are: Cl.Cl.C[O:4][C:5](=[O:14])[C@H:6]([CH2:8][C:9]1[N:13]=[CH:12][NH:11][CH:10]=1)[NH2:7].O.O.O.O.O.O.O.O.O.O.O.O.OP([O-])([O-])=O.[Na+].[Na+]. Given the product [NH2:7][C@H:6]([C:5]([OH:14])=[O:4])[CH2:8][C:9]1[N:13]=[CH:12][NH:11][CH:10]=1, predict the reactants needed to synthesize it. (5) The reactants are: [CH3:1][O:2][C:3]1[CH:12]=[C:11]2[C:6]([C:7]([O:13][C:14]3[CH:19]=[CH:18][C:17]([NH:20][C:21]([C:23]4[C:24](=[O:44])[N:25]([C:38]5[CH:43]=[CH:42][CH:41]=[CH:40][CH:39]=5)[N:26]([CH2:29][C@@H:30]([O:32][C:33](=[O:37])[C@@H:34]([NH2:36])[CH3:35])[CH3:31])[C:27]=4[CH3:28])=[O:22])=[CH:16][C:15]=3[F:45])=[CH:8][CH:9]=[N:10]2)=[CH:5][CH:4]=1.[C:46]([OH:54])(=[O:53])[C:47]1[CH:52]=[CH:51][CH:50]=[CH:49][CH:48]=1. Given the product [C:46]([OH:54])(=[O:53])[C:47]1[CH:52]=[CH:51][CH:50]=[CH:49][CH:48]=1.[F:45][C:15]1[CH:16]=[C:17]([NH:20][C:21]([C:23]2[C:24](=[O:44])[N:25]([C:38]3[CH:39]=[CH:40][CH:41]=[CH:42][CH:43]=3)[N:26]([CH2:29][C@@H:30]([O:32][C:33](=[O:37])[C@@H:34]([NH2:36])[CH3:35])[CH3:31])[C:27]=2[CH3:28])=[O:22])[CH:18]=[CH:19][C:14]=1[O:13][C:7]1[C:6]2[C:11](=[CH:12][C:3]([O:2][CH3:1])=[CH:4][CH:5]=2)[N:10]=[CH:9][CH:8]=1, predict the reactants needed to synthesize it. (6) Given the product [F:27][C:28]1[CH:29]=[C:30]([C:2]2[CH:7]=[CH:6][CH:5]=[C:4]([C:8]3[O:12][C:11]([NH:13][C:14]4[CH:19]=[C:18]([S:20]([CH2:23][CH3:24])(=[O:21])=[O:22])[CH:17]=[CH:16][C:15]=4[O:25][CH3:26])=[N:10][CH:9]=3)[CH:3]=2)[CH:31]=[C:32]([F:34])[CH:33]=1, predict the reactants needed to synthesize it. The reactants are: Br[C:2]1[CH:3]=[C:4]([C:8]2[O:12][C:11]([NH:13][C:14]3[CH:19]=[C:18]([S:20]([CH2:23][CH3:24])(=[O:22])=[O:21])[CH:17]=[CH:16][C:15]=3[O:25][CH3:26])=[N:10][CH:9]=2)[CH:5]=[CH:6][CH:7]=1.[F:27][C:28]1[CH:29]=[C:30]([Sn](CCCC)(CCCC)CCCC)[CH:31]=[C:32]([F:34])[CH:33]=1. (7) Given the product [NH2:5][C:4]1[CH:3]=[C:2]([NH:9][C:10]2[CH:11]=[CH:12][C:13]([C:14]([O:16][CH2:17][CH3:18])=[O:15])=[CH:19][CH:20]=2)[CH:8]=[CH:7][CH:6]=1, predict the reactants needed to synthesize it. The reactants are: Br[C:2]1[CH:3]=[C:4]([CH:6]=[CH:7][CH:8]=1)[NH2:5].[NH2:9][C:10]1[CH:20]=[CH:19][C:13]([C:14]([O:16][CH2:17][CH3:18])=[O:15])=[CH:12][CH:11]=1.CCCCCC. (8) The reactants are: [NH2:1][C:2]1[CH:10]=[CH:9][C:8]([Br:11])=[CH:7][C:3]=1[C:4]([NH2:6])=[O:5].C(N(CC)CC)C.[I:19][C:20]1[CH:28]=[CH:27][C:23]([C:24](Cl)=O)=[CH:22][CH:21]=1. Given the product [Br:11][C:8]1[CH:7]=[C:3]2[C:2](=[CH:10][CH:9]=1)[N:1]=[C:24]([C:23]1[CH:27]=[CH:28][C:20]([I:19])=[CH:21][CH:22]=1)[N:6]=[C:4]2[OH:5], predict the reactants needed to synthesize it. (9) Given the product [F:25][C:2]([F:1])([F:24])[C:3]1[CH:4]=[C:5]([C:13]2[S:14][CH:15]=[C:16]([CH:18]3[CH2:23][CH2:22][N:21]([C:34](=[O:35])[CH2:33][N:29]4[C:30]([CH3:32])=[N:31][C:27]([CH3:26])=[N:28]4)[CH2:20][CH2:19]3)[N:17]=2)[CH:6]=[C:7]([C:9]([F:10])([F:11])[F:12])[CH:8]=1, predict the reactants needed to synthesize it. The reactants are: [F:1][C:2]([F:25])([F:24])[C:3]1[CH:4]=[C:5]([C:13]2[S:14][CH:15]=[C:16]([CH:18]3[CH2:23][CH2:22][NH:21][CH2:20][CH2:19]3)[N:17]=2)[CH:6]=[C:7]([C:9]([F:12])([F:11])[F:10])[CH:8]=1.[CH3:26][C:27]1[N:31]=[C:30]([CH3:32])[N:29]([CH2:33][C:34](O)=[O:35])[N:28]=1.